This data is from NCI-60 drug combinations with 297,098 pairs across 59 cell lines. The task is: Regression. Given two drug SMILES strings and cell line genomic features, predict the synergy score measuring deviation from expected non-interaction effect. (1) Drug 1: CC1C(C(CC(O1)OC2CC(CC3=C2C(=C4C(=C3O)C(=O)C5=C(C4=O)C(=CC=C5)OC)O)(C(=O)C)O)N)O.Cl. Synergy scores: CSS=3.69, Synergy_ZIP=-3.66, Synergy_Bliss=0.380, Synergy_Loewe=-13.2, Synergy_HSA=-1.42. Drug 2: CCC(=C(C1=CC=CC=C1)C2=CC=C(C=C2)OCCN(C)C)C3=CC=CC=C3.C(C(=O)O)C(CC(=O)O)(C(=O)O)O. Cell line: RXF 393. (2) Drug 1: C1=NC(=NC(=O)N1C2C(C(C(O2)CO)O)O)N. Drug 2: CC1C(C(CC(O1)OC2CC(OC(C2O)C)OC3=CC4=CC5=C(C(=O)C(C(C5)C(C(=O)C(C(C)O)O)OC)OC6CC(C(C(O6)C)O)OC7CC(C(C(O7)C)O)OC8CC(C(C(O8)C)O)(C)O)C(=C4C(=C3C)O)O)O)O. Cell line: SK-MEL-28. Synergy scores: CSS=50.3, Synergy_ZIP=-3.85, Synergy_Bliss=0.206, Synergy_Loewe=-15.0, Synergy_HSA=-0.507. (3) Drug 1: CC1C(C(CC(O1)OC2CC(CC3=C2C(=C4C(=C3O)C(=O)C5=C(C4=O)C(=CC=C5)OC)O)(C(=O)C)O)N)O.Cl. Drug 2: CC1C(C(CC(O1)OC2CC(CC3=C2C(=C4C(=C3O)C(=O)C5=C(C4=O)C(=CC=C5)OC)O)(C(=O)CO)O)N)O.Cl. Cell line: HS 578T. Synergy scores: CSS=28.0, Synergy_ZIP=-3.73, Synergy_Bliss=-7.74, Synergy_Loewe=-5.59, Synergy_HSA=-4.99.